Task: Predict which catalyst facilitates the given reaction.. Dataset: Catalyst prediction with 721,799 reactions and 888 catalyst types from USPTO Reactant: [CH3:1][C:2]([CH3:19])([CH2:7]OS(C1C=CC(C)=CC=1)(=O)=O)[C:3]([O:5][CH3:6])=[O:4].C[C:21]1[CH:22]=[C:23]([OH:28])[CH:24]=[C:25]([CH3:27])[CH:26]=1.[C:29](=O)([O-])[O-].[K+].[K+].CC(N(C)C)=O. Product: [CH3:27][C:25]1[CH:24]=[C:23]([O:28][CH2:1][C:2]([CH3:19])([CH3:7])[C:3]([O:5][CH3:6])=[O:4])[CH:22]=[CH:21][C:26]=1[CH3:29]. The catalyst class is: 6.